This data is from Forward reaction prediction with 1.9M reactions from USPTO patents (1976-2016). The task is: Predict the product of the given reaction. (1) Given the reactants C([O:3][C:4](=[O:37])[CH2:5][CH2:6][CH2:7][C:8]([C:10]1[CH:15]=[C:14]([Cl:16])[CH:13]=[CH:12][C:11]=1[O:17][CH2:18][C:19]([N:21]1[CH2:26][C@H:25]([CH3:27])[N:24]([CH2:28][C:29]2[CH:34]=[CH:33][C:32]([F:35])=[CH:31][CH:30]=2)[CH2:23][C@H:22]1[CH3:36])=[O:20])=[O:9])C.O1CCCC1.O.[OH-].[Li+].Cl, predict the reaction product. The product is: [Cl:16][C:14]1[CH:13]=[CH:12][C:11]([O:17][CH2:18][C:19]([N:21]2[CH2:26][C@H:25]([CH3:27])[N:24]([CH2:28][C:29]3[CH:30]=[CH:31][C:32]([F:35])=[CH:33][CH:34]=3)[CH2:23][C@H:22]2[CH3:36])=[O:20])=[C:10]([C:8](=[O:9])[CH2:7][CH2:6][CH2:5][C:4]([OH:37])=[O:3])[CH:15]=1. (2) The product is: [Br:19][C:20]1[CH:21]=[C:22]2[C:26](=[C:27]([C:29]([O:31][CH3:32])=[O:30])[CH:28]=1)[NH:25][CH:24]=[C:23]2[CH:3]1[CH2:4][CH2:5][S:1][CH2:2]1. Given the reactants [S:1]1[CH2:5][CH2:4][C:3](=O)[CH2:2]1.[Si](OS(C(F)(F)F)(=O)=O)(C)(C)C.[Br:19][C:20]1[CH:21]=[C:22]2[C:26](=[C:27]([C:29]([O:31][CH2:32]C)=[O:30])[CH:28]=1)[NH:25][CH:24]=[CH:23]2.C([SiH](CC)CC)C.C([O-])(O)=O.[Na+], predict the reaction product. (3) Given the reactants Cl.[C:2]([C:4]([O:31][Si](C)(C)C)([C:25]1[CH:30]=[CH:29][CH:28]=[CH:27][CH:26]=1)[C:5]1[CH:10]=[CH:9][C:8]([NH:11][C:12]([CH:14]2[O:18][N:17]=[C:16]([C:19]3[CH:20]=[N:21][CH:22]=[CH:23][CH:24]=3)[CH2:15]2)=[O:13])=[CH:7][CH:6]=1)#[N:3], predict the reaction product. The product is: [C:2]([C:4]([OH:31])([C:25]1[CH:26]=[CH:27][CH:28]=[CH:29][CH:30]=1)[C:5]1[CH:6]=[CH:7][C:8]([NH:11][C:12]([CH:14]2[O:18][N:17]=[C:16]([C:19]3[CH:20]=[N:21][CH:22]=[CH:23][CH:24]=3)[CH2:15]2)=[O:13])=[CH:9][CH:10]=1)#[N:3]. (4) Given the reactants CC(C)(S([NH:6][C:7]1([C:11]2[CH:16]=[CH:15][C:14]([NH:17][C:18]([N:20]3[CH2:28][C:27]4[CH:26]=[CH:25][N:24]=[CH:23][C:22]=4[CH2:21]3)=[O:19])=[CH:13][CH:12]=2)[CH2:10][O:9][CH2:8]1)=O)C.Cl.O1CCOCC1, predict the reaction product. The product is: [NH2:6][C:7]1([C:11]2[CH:12]=[CH:13][C:14]([NH:17][C:18]([N:20]3[CH2:28][C:27]4[CH:26]=[CH:25][N:24]=[CH:23][C:22]=4[CH2:21]3)=[O:19])=[CH:15][CH:16]=2)[CH2:10][O:9][CH2:8]1. (5) Given the reactants S1[CH2:6][CH:5]=[C:4]([C:7]2[CH:12]=[C:11]([F:13])[C:10]([C:14]3[N:19]=[C:18]([C:20]([O:22][CH3:23])=[O:21])[CH:17]=[CH:16][C:15]=3[F:24])=[C:9]([F:25])[CH:8]=2)[CH2:3][CH2:2]1.O[O:27][S:28]([O-:30])=O.[K+], predict the reaction product. The product is: [O:27]=[S:28]1(=[O:30])[CH2:2][CH:3]=[C:4]([C:7]2[CH:12]=[C:11]([F:13])[C:10]([C:14]3[N:19]=[C:18]([C:20]([O:22][CH3:23])=[O:21])[CH:17]=[CH:16][C:15]=3[F:24])=[C:9]([F:25])[CH:8]=2)[CH2:5][CH2:6]1. (6) The product is: [CH3:1][O:2][C:3]1([CH2:13][O:14][CH3:15])[CH2:4][CH2:5][C:6](=[O:7])[CH2:11][CH2:12]1. Given the reactants [CH3:1][O:2][C:3]1([CH2:13][O:14][CH3:15])[CH2:12][CH2:11][C:6]2(OCC[O:7]2)[CH2:5][CH2:4]1.CC(C)=O.O.CC1C=CC(S(O)(=O)=O)=CC=1, predict the reaction product.